Dataset: Full USPTO retrosynthesis dataset with 1.9M reactions from patents (1976-2016). Task: Predict the reactants needed to synthesize the given product. (1) Given the product [F:1][C:2]1[CH:7]=[CH:6][C:5]([C:8]2[C:16]3[C:11](=[CH:12][CH:13]=[CH:14][CH:15]=3)[N:10]([CH:17]([CH3:19])[CH3:18])[C:9]=2/[CH:24]=[CH:23]/[C:22]([O:21][CH3:20])=[O:28])=[CH:4][CH:3]=1, predict the reactants needed to synthesize it. The reactants are: [F:1][C:2]1[CH:7]=[CH:6][C:5]([C:8]2[C:16]3[C:11](=[CH:12][CH:13]=[CH:14][CH:15]=3)[N:10]([CH:17]([CH3:19])[CH3:18])[CH:9]=2)=[CH:4][CH:3]=1.[CH3:20][O:21][CH:22]([O:28]C)[CH2:23][C:24](OC)=O.C(O)(=O)C.P(Cl)(Cl)(Cl)=O. (2) Given the product [Cl:1][C:2]1[CH:3]=[C:4]([CH:9]([N:15]2[N:19]=[N:18][CH:17]=[N:16]2)[CH2:10][CH2:11][NH:12][CH3:13])[CH:5]=[CH:6][C:7]=1[Cl:8], predict the reactants needed to synthesize it. The reactants are: [Cl:1][C:2]1[CH:3]=[C:4]([CH:9]([N:15]2[N:19]=[N:18][CH:17]=[N:16]2)[CH2:10][CH2:11][N:12](C)[CH3:13])[CH:5]=[CH:6][C:7]=1[Cl:8].C(OC(Cl)=O)C.C([O-])(O)=O.[Na+].[OH-].[K+].